Predict which catalyst facilitates the given reaction. From a dataset of Catalyst prediction with 721,799 reactions and 888 catalyst types from USPTO. (1) Reactant: B(Br)(Br)Br.C[O:6][C:7]1[CH:8]=[C:9]2[C:14](=[CH:15][C:16]=1[C:17]1[N:18]=[N:19][C:20]([N:23]([CH3:34])[CH:24]3[CH2:29][C:28]([CH3:31])([CH3:30])[NH:27][C:26]([CH3:33])([CH3:32])[CH2:25]3)=[CH:21][CH:22]=1)[N:13]([CH3:35])[CH:12]=[CH:11][C:10]2=[O:36].CO.[ClH:39]. Product: [ClH:39].[OH:6][C:7]1[CH:8]=[C:9]2[C:14](=[CH:15][C:16]=1[C:17]1[N:18]=[N:19][C:20]([N:23]([CH3:34])[CH:24]3[CH2:25][C:26]([CH3:32])([CH3:33])[NH:27][C:28]([CH3:30])([CH3:31])[CH2:29]3)=[CH:21][CH:22]=1)[N:13]([CH3:35])[CH:12]=[CH:11][C:10]2=[O:36]. The catalyst class is: 2. (2) Reactant: [H-].[Al+3].[Li+].[H-].[H-].[H-].[Cl-:7].[Al+3].[Cl-].[Cl-].[S:11]1[C:15]2[CH:16]=[CH:17][CH:18]=[CH:19][C:14]=2[C:13]([CH2:20][C:21]#[N:22])=[CH:12]1.[OH-].[Na+]. Product: [ClH:7].[S:11]1[C:15]2[CH:16]=[CH:17][CH:18]=[CH:19][C:14]=2[C:13]([CH2:20][CH2:21][NH2:22])=[CH:12]1. The catalyst class is: 28. (3) Reactant: O[CH2:2][C:3]1[S:7][C:6]([C:8]2[CH:30]=[CH:29][C:11]([C:12]([NH:14][C:15]3[CH:20]=[CH:19][CH:18]=[CH:17][C:16]=3[NH:21][C:22](=[O:28])[O:23][C:24]([CH3:27])([CH3:26])[CH3:25])=[O:13])=[CH:10][CH:9]=2)=[N:5][CH:4]=1.CS(Cl)(=O)=O.[CH2:36]([N:38](CC)CC)[CH3:37].C(N)C.O1CCCC1. Product: [CH2:36]([NH:38][CH2:2][C:3]1[S:7][C:6]([C:8]2[CH:30]=[CH:29][C:11]([C:12]([NH:14][C:15]3[CH:20]=[CH:19][CH:18]=[CH:17][C:16]=3[NH:21][C:22](=[O:28])[O:23][C:24]([CH3:27])([CH3:25])[CH3:26])=[O:13])=[CH:10][CH:9]=2)=[N:5][CH:4]=1)[CH3:37]. The catalyst class is: 2. (4) Product: [CH3:23][C:2]([CH3:1])([CH3:24])[C:3]#[C:4][C:5]1[S:9][C:8]([C:10]([O:12][CH3:13])=[O:11])=[C:7]([NH:14][C@@H:15]([C@@H:19]([O:21][CH3:22])[CH3:20])[C:16]([N:58]2[CH2:63][CH2:62][O:61][CH2:60][CH2:59]2)=[O:18])[CH:6]=1. The catalyst class is: 31. Reactant: [CH3:1][C:2]([CH3:24])([CH3:23])[C:3]#[C:4][C:5]1[S:9][C:8]([C:10]([O:12][CH3:13])=[O:11])=[C:7]([NH:14][C@@H:15]([C@@H:19]([O:21][CH3:22])[CH3:20])[C:16]([OH:18])=O)[CH:6]=1.CN(C(ON1N=NC2C=CC=CC1=2)=[N+](C)C)C.F[P-](F)(F)(F)(F)F.CCN(C(C)C)C(C)C.[NH:58]1[CH2:63][CH2:62][O:61][CH2:60][CH2:59]1. (5) Reactant: [C:1]([CH2:3][CH2:4][N:5]([C:21]1[CH:26]=[C:25]([CH3:27])[N:24]=[C:23]([N:28]2[CH:32]=[CH:31][N:30]=[CH:29]2)[N:22]=1)[CH2:6][C:7]([NH:9][CH2:10][CH2:11][C:12]1[CH:20]=[CH:19][C:15]2[O:16][CH2:17][O:18][C:14]=2[CH:13]=1)=[O:8])#[N:2].N. Product: [NH2:2][CH2:1][CH2:3][CH2:4][N:5]([C:21]1[CH:26]=[C:25]([CH3:27])[N:24]=[C:23]([N:28]2[CH:32]=[CH:31][N:30]=[CH:29]2)[N:22]=1)[CH2:6][C:7]([NH:9][CH2:10][CH2:11][C:12]1[CH:20]=[CH:19][C:15]2[O:16][CH2:17][O:18][C:14]=2[CH:13]=1)=[O:8]. The catalyst class is: 94. (6) Reactant: [C:1]([O:5][C:6]([N:8]1[CH2:13][CH:12]=[C:11](B2OC(C)(C)C(C)(C)O2)[CH2:10][CH2:9]1)=[O:7])([CH3:4])([CH3:3])[CH3:2].C([O-])([O-])=O.[K+].[K+].[CH2:29]([O:36][C:37]1[C:42]([F:43])=[CH:41][CH:40]=[CH:39][C:38]=1Br)[C:30]1[CH:35]=[CH:34][CH:33]=[CH:32][CH:31]=1. Product: [C:1]([O:5][C:6]([N:8]1[CH2:13][CH:12]=[C:11]([C:38]2[CH:39]=[CH:40][CH:41]=[C:42]([F:43])[C:37]=2[O:36][CH2:29][C:30]2[CH:31]=[CH:32][CH:33]=[CH:34][CH:35]=2)[CH2:10][CH2:9]1)=[O:7])([CH3:2])([CH3:3])[CH3:4]. The catalyst class is: 70. (7) Reactant: [Cl:1][C:2]1[CH:3]=[C:4]2[C:8](=[CH:9][CH:10]=1)[NH:7][C:6](=[O:11])[CH2:5]2.[CH3:12][N:13]1[CH2:19][CH2:18][CH2:17][N:16]([C:20]([C:22]2[CH:27]=[CH:26][C:25]([C:28]3[O:32][C:31]([C:33](=O)[CH3:34])=[CH:30][CH:29]=3)=[CH:24][CH:23]=2)=[O:21])[CH2:15][CH2:14]1.N1CCCCC1. Product: [Cl:1][C:2]1[CH:3]=[C:4]2[C:8](=[CH:9][CH:10]=1)[NH:7][C:6](=[O:11])[C:5]2=[C:33]([C:31]1[O:32][C:28]([C:25]2[CH:24]=[CH:23][C:22]([C:20]([N:16]3[CH2:17][CH2:18][CH2:19][N:13]([CH3:12])[CH2:14][CH2:15]3)=[O:21])=[CH:27][CH:26]=2)=[CH:29][CH:30]=1)[CH3:34]. The catalyst class is: 11. (8) Reactant: Cl.[K].NC1C=CC(F)=CC=1S.[OH-].[K+].O.[C:15]1([CH3:25])[CH:20]=[CH:19][C:18]([S:21]([OH:24])(=[O:23])=[O:22])=[CH:17][CH:16]=1. Product: [CH3:25][C:15]1[CH:20]=[CH:19][C:18]([S:21]([OH:24])(=[O:23])=[O:22])=[CH:17][CH:16]=1. The catalyst class is: 30.